From a dataset of Peptide-MHC class II binding affinity with 134,281 pairs from IEDB. Regression. Given a peptide amino acid sequence and an MHC pseudo amino acid sequence, predict their binding affinity value. This is MHC class II binding data. The peptide sequence is ALPTVEVVAAAADEV. The MHC is HLA-DPA10201-DPB10501 with pseudo-sequence HLA-DPA10201-DPB10501. The binding affinity (normalized) is 0.131.